Task: Predict the reactants needed to synthesize the given product.. Dataset: Full USPTO retrosynthesis dataset with 1.9M reactions from patents (1976-2016) (1) Given the product [CH3:31][O:32][CH2:33][CH2:34][NH:35][C:24](=[O:29])[NH:23][C:19]1[CH:18]=[C:17]([O:16][C:13]2[CH:12]=[CH:11][C:10]([NH:9][C:8]([NH:7][C:1](=[O:6])[C:2]([CH3:5])([CH3:3])[CH3:4])=[O:30])=[N:15][CH:14]=2)[CH:22]=[CH:21][N:20]=1, predict the reactants needed to synthesize it. The reactants are: [C:1]([NH:7][C:8](=[O:30])[NH:9][C:10]1[N:15]=[CH:14][C:13]([O:16][C:17]2[CH:22]=[CH:21][N:20]=[C:19]([NH:23][C:24](=[O:29])OC(C)=C)[CH:18]=2)=[CH:12][CH:11]=1)(=[O:6])[C:2]([CH3:5])([CH3:4])[CH3:3].[CH3:31][O:32][CH2:33][CH2:34][NH2:35].CN1CCCC1. (2) Given the product [ClH:34].[ClH:34].[CH2:1]([N:3]([CH2:14][CH2:15][NH:16][C:17]([C:19]1[C:32]2[C:23](=[N:24][C:25]3[C:30]([N:31]=2)=[CH:29][CH:28]=[C:27]([I:33])[CH:26]=3)[CH:22]=[CH:21][CH:20]=1)=[O:18])[CH2:4][CH2:5][O:6][C:7]1[C:8]([F:13])=[N:9][CH:10]=[CH:11][CH:12]=1)[CH3:2], predict the reactants needed to synthesize it. The reactants are: [CH2:1]([N:3]([CH2:14][CH2:15][NH:16][C:17]([C:19]1[C:32]2[C:23](=[N:24][C:25]3[C:30]([N:31]=2)=[CH:29][CH:28]=[C:27]([I:33])[CH:26]=3)[CH:22]=[CH:21][CH:20]=1)=[O:18])[CH2:4][CH2:5][O:6][C:7]1[C:8]([F:13])=[N:9][CH:10]=[CH:11][CH:12]=1)[CH3:2].[ClH:34].Cl.C(N(CCNC(C1C=NC2C(=CC=C(I)C=2)N=1)=O)CCOC1C(F)=NC=CC=1)C. (3) Given the product [NH2:31][C:28]1[CH:29]=[CH:30][C:2]([Cl:1])=[C:3]([CH:27]=1)[CH2:4][O:5][C:6]1[CH:7]=[C:8]2[C:13](=[CH:14][CH:15]=1)[C@H:12]([C:16]([O:18][CH3:19])=[O:17])[N:11]([C:20]([O:22][C:23]([CH3:24])([CH3:26])[CH3:25])=[O:21])[CH2:10][CH2:9]2, predict the reactants needed to synthesize it. The reactants are: [Cl:1][C:2]1[CH:30]=[CH:29][C:28]([N+:31]([O-])=O)=[CH:27][C:3]=1[CH2:4][O:5][C:6]1[CH:7]=[C:8]2[C:13](=[CH:14][CH:15]=1)[C@H:12]([C:16]([O:18][CH3:19])=[O:17])[N:11]([C:20]([O:22][C:23]([CH3:26])([CH3:25])[CH3:24])=[O:21])[CH2:10][CH2:9]2.CN(C)N. (4) Given the product [CH2:1]([O:5][C:6]([C:8]1[N:9]=[C:10]([Br:28])[C:11]2[C:16]([C:17]=1[OH:18])=[C:15]([C:19]1[CH:24]=[CH:23][CH:22]=[CH:21][CH:20]=1)[CH:14]=[CH:13][CH:12]=2)=[O:7])[CH2:2][CH2:3][CH3:4], predict the reactants needed to synthesize it. The reactants are: [CH2:1]([O:5][C:6]([C:8]1[N:9]=[C:10](O)[C:11]2[C:16]([C:17]=1[OH:18])=[C:15]([C:19]1[CH:24]=[CH:23][CH:22]=[CH:21][CH:20]=1)[CH:14]=[CH:13][CH:12]=2)=[O:7])[CH2:2][CH2:3][CH3:4].P(Br)(Br)([Br:28])=O.C(=O)(O)[O-].[Na+]. (5) Given the product [Cl:4][CH:11]([C:6](=[O:10])[C:7]1[CH:9]=[CH:29][CH:23]=[CH:24][CH:8]=1)[C:12]([O:14][CH2:15][CH3:16])=[O:13], predict the reactants needed to synthesize it. The reactants are: S(Cl)([Cl:4])(=O)=O.[C:6]([CH2:11][C:12]([O:14][CH2:15][CH3:16])=[O:13])(=[O:10])[CH:7]([CH3:9])[CH3:8].O.C([O-])(O)=O.[Na+].[C:23]1([CH3:29])C=CC=C[CH:24]=1.